From a dataset of Full USPTO retrosynthesis dataset with 1.9M reactions from patents (1976-2016). Predict the reactants needed to synthesize the given product. (1) Given the product [C:4]([O:8][C:9]([N:11]1[CH2:16][CH2:15][N:14]([CH2:17][C:18]([N:20]2[C:28]3[C:23](=[CH:24][CH:25]=[C:26]([C:29](=[O:30])[N:2]([CH3:3])[CH3:1])[CH:27]=3)[CH2:22][CH2:21]2)=[O:19])[CH2:13][C@H:12]1[CH3:32])=[O:10])([CH3:7])([CH3:5])[CH3:6], predict the reactants needed to synthesize it. The reactants are: [CH3:1][NH:2][CH3:3].[C:4]([O:8][C:9]([N:11]1[CH2:16][CH2:15][N:14]([CH2:17][C:18]([N:20]2[C:28]3[C:23](=[CH:24][CH:25]=[C:26]([C:29](O)=[O:30])[CH:27]=3)[CH2:22][CH2:21]2)=[O:19])[CH2:13][C@H:12]1[CH3:32])=[O:10])([CH3:7])([CH3:6])[CH3:5]. (2) Given the product [CH3:26][O:25][C:19]1[C:18]2[CH2:17][C:15]3[CH2:16][N:12]([C@@H:4]([CH2:5][CH:6]4[CH2:11][CH2:10][CH2:9][CH2:8][CH2:7]4)[C:3]([OH:28])=[O:2])[C:13](=[O:27])[C:14]=3[O:24][C:23]=2[CH:22]=[CH:21][CH:20]=1, predict the reactants needed to synthesize it. The reactants are: C[O:2][C:3](=[O:28])[C@@H:4]([N:12]1[CH2:16][C:15]2=[CH:17][C:18]3[C:19]([O:25][CH3:26])=[CH:20][CH:21]=[CH:22][C:23]=3[O:24][CH:14]2[C:13]1=[O:27])[CH2:5][CH:6]1[CH2:11][CH2:10][CH2:9][CH2:8][CH2:7]1.O.[OH-].[Li+]. (3) Given the product [C:1]([C:5]1[N:9]([CH2:10][CH:11]2[CH2:12][CH2:13][C:14]([F:17])([F:18])[CH2:15][CH2:16]2)[C:8]2[CH:19]=[CH:20][C:21]([C:23]([N:25]3[CH2:30][CH2:29][CH:28]([C:31]([OH:33])=[O:32])[CH2:27][CH2:26]3)=[O:24])=[CH:22][C:7]=2[N:6]=1)([CH3:4])([CH3:2])[CH3:3], predict the reactants needed to synthesize it. The reactants are: [C:1]([C:5]1[N:9]([CH2:10][CH:11]2[CH2:16][CH2:15][C:14]([F:18])([F:17])[CH2:13][CH2:12]2)[C:8]2[CH:19]=[CH:20][C:21]([C:23]([N:25]3[CH2:30][CH2:29][CH:28]([C:31]([O:33]C)=[O:32])[CH2:27][CH2:26]3)=[O:24])=[CH:22][C:7]=2[N:6]=1)([CH3:4])([CH3:3])[CH3:2].OS([O-])(=O)=O.[K+].